Regression. Given two drug SMILES strings and cell line genomic features, predict the synergy score measuring deviation from expected non-interaction effect. From a dataset of NCI-60 drug combinations with 297,098 pairs across 59 cell lines. (1) Drug 1: CCN(CC)CCCC(C)NC1=C2C=C(C=CC2=NC3=C1C=CC(=C3)Cl)OC. Drug 2: C1CC(=O)NC(=O)C1N2C(=O)C3=CC=CC=C3C2=O. Cell line: HT29. Synergy scores: CSS=49.3, Synergy_ZIP=0.388, Synergy_Bliss=-2.10, Synergy_Loewe=-29.4, Synergy_HSA=-0.927. (2) Drug 1: CC1=C(N=C(N=C1N)C(CC(=O)N)NCC(C(=O)N)N)C(=O)NC(C(C2=CN=CN2)OC3C(C(C(C(O3)CO)O)O)OC4C(C(C(C(O4)CO)O)OC(=O)N)O)C(=O)NC(C)C(C(C)C(=O)NC(C(C)O)C(=O)NCCC5=NC(=CS5)C6=NC(=CS6)C(=O)NCCC[S+](C)C)O. Synergy scores: CSS=70.3, Synergy_ZIP=4.11, Synergy_Bliss=3.84, Synergy_Loewe=2.92, Synergy_HSA=2.99. Cell line: HOP-62. Drug 2: C#CCC(CC1=CN=C2C(=N1)C(=NC(=N2)N)N)C3=CC=C(C=C3)C(=O)NC(CCC(=O)O)C(=O)O. (3) Drug 1: C1CCC(C1)C(CC#N)N2C=C(C=N2)C3=C4C=CNC4=NC=N3. Drug 2: C(CC(=O)O)C(=O)CN.Cl. Cell line: MDA-MB-435. Synergy scores: CSS=-12.5, Synergy_ZIP=3.11, Synergy_Bliss=-3.80, Synergy_Loewe=-10.3, Synergy_HSA=-9.97. (4) Drug 1: CC12CCC3C(C1CCC2=O)CC(=C)C4=CC(=O)C=CC34C. Drug 2: CC1=C2C(C(=O)C3(C(CC4C(C3C(C(C2(C)C)(CC1OC(=O)C(C(C5=CC=CC=C5)NC(=O)C6=CC=CC=C6)O)O)OC(=O)C7=CC=CC=C7)(CO4)OC(=O)C)O)C)OC(=O)C. Cell line: HCT-15. Synergy scores: CSS=15.0, Synergy_ZIP=-0.661, Synergy_Bliss=-0.894, Synergy_Loewe=-2.24, Synergy_HSA=0.166. (5) Drug 1: C(=O)(N)NO. Drug 2: CS(=O)(=O)OCCCCOS(=O)(=O)C. Cell line: COLO 205. Synergy scores: CSS=34.1, Synergy_ZIP=-8.81, Synergy_Bliss=-0.935, Synergy_Loewe=1.49, Synergy_HSA=1.66. (6) Drug 1: CCCCCOC(=O)NC1=NC(=O)N(C=C1F)C2C(C(C(O2)C)O)O. Drug 2: COCCOC1=C(C=C2C(=C1)C(=NC=N2)NC3=CC=CC(=C3)C#C)OCCOC.Cl. Cell line: MOLT-4. Synergy scores: CSS=-15.3, Synergy_ZIP=7.65, Synergy_Bliss=2.74, Synergy_Loewe=-10.9, Synergy_HSA=-11.3. (7) Drug 1: CC1=C2C(C(=O)C3(C(CC4C(C3C(C(C2(C)C)(CC1OC(=O)C(C(C5=CC=CC=C5)NC(=O)C6=CC=CC=C6)O)O)OC(=O)C7=CC=CC=C7)(CO4)OC(=O)C)O)C)OC(=O)C. Drug 2: C1=CN(C=N1)CC(O)(P(=O)(O)O)P(=O)(O)O. Cell line: HS 578T. Synergy scores: CSS=11.5, Synergy_ZIP=-5.98, Synergy_Bliss=-4.58, Synergy_Loewe=-18.3, Synergy_HSA=-6.56.